Predict the reaction yield, written as a fraction of the theoretical maximum amount of product (1.0 means a 100% yield; for example, 0.34 means a 34% yield). From a dataset of Reaction yield outcomes from USPTO patents with 853,638 reactions. (1) The reactants are [F:1][C:2]1[CH:3]=[C:4](B(O)O)[CH:5]=[C:6]([F:8])[CH:7]=1.N[C@@H]1CC[CH2:16][CH2:15][C@H:14]1[OH:19].C[Si]([N-][Si](C)(C)C)(C)C.[Na+].IC1COC1. The catalyst is CC(O)C.[Ni](I)I. The product is [F:1][C:2]1[CH:3]=[C:4]([CH:15]2[CH2:14][O:19][CH2:16]2)[CH:5]=[C:6]([F:8])[CH:7]=1. The yield is 0.630. (2) The reactants are C1(C)C(S(O[CH2:11][CH2:12][CH2:13][CH2:14][C:15]2[CH:20]=[CH:19][C:18]([C:21]#[N:22])=[CH:17][CH:16]=2)(=O)=O)=CC=CC=1.Cl.[CH:25]12[O:33][CH:29]([CH2:30][NH:31][CH2:32]1)[CH2:28][N:27]([C:34]([O:36][C:37]([CH3:40])([CH3:39])[CH3:38])=[O:35])[CH2:26]2.C(=O)([O-])[O-].[K+].[K+]. The catalyst is CN(C)C=O. The product is [C:21]([C:18]1[CH:17]=[CH:16][C:15]([CH2:14][CH2:13][CH2:12][CH2:11][N:31]2[CH2:32][CH:25]3[O:33][CH:29]([CH2:28][N:27]([C:34]([O:36][C:37]([CH3:40])([CH3:39])[CH3:38])=[O:35])[CH2:26]3)[CH2:30]2)=[CH:20][CH:19]=1)#[N:22]. The yield is 0.480. (3) The reactants are Cl.Cl.[CH2:3]([N:6]([CH2:23][CH2:24][NH2:25])[C:7]([CH:9]1[CH2:14][CH2:13][N:12]([C:15]2[CH:20]=[CH:19][C:18](=[O:21])[N:17]([CH3:22])[N:16]=2)[CH2:11][CH2:10]1)=[O:8])[CH:4]=[CH2:5].[C:26]1([S:32]([N:35]2[C:43]3[C:38](=[CH:39][CH:40]=[C:41]([S:44](Cl)(=[O:46])=[O:45])[CH:42]=3)[C:37]([Cl:48])=[CH:36]2)(=[O:34])=[O:33])[CH:31]=[CH:30][CH:29]=[CH:28][CH:27]=1.C(N(CC)C(C)C)(C)C.S([O-])(O)(=O)=O.[K+].C(=O)([O-])O.[Na+]. The catalyst is ClCCl.O. The product is [CH2:3]([N:6]([CH2:23][CH2:24][NH:25][S:44]([C:41]1[CH:42]=[C:43]2[C:38]([C:37]([Cl:48])=[CH:36][N:35]2[S:32]([C:26]2[CH:31]=[CH:30][CH:29]=[CH:28][CH:27]=2)(=[O:34])=[O:33])=[CH:39][CH:40]=1)(=[O:45])=[O:46])[C:7]([CH:9]1[CH2:14][CH2:13][N:12]([C:15]2[CH:20]=[CH:19][C:18](=[O:21])[N:17]([CH3:22])[N:16]=2)[CH2:11][CH2:10]1)=[O:8])[CH:4]=[CH2:5]. The yield is 0.883. (4) The reactants are [CH2:1]([O:3][C:4](=[O:41])[CH2:5][CH2:6][CH2:7][O:8][C:9]1[CH:14]=[CH:13][CH:12]=[C:11]([CH2:15][CH2:16][CH2:17][CH2:18][CH2:19][CH2:20][O:21][C:22]2[CH:27]=[C:26]([C:28](=[O:32])[N:29]([CH3:31])[CH3:30])[CH:25]=[C:24](Br)[CH:23]=2)[C:10]=1[CH2:34][CH2:35][C:36]([O:38][CH2:39][CH3:40])=[O:37])[CH3:2].[F:42][C:43]1[CH:44]=[C:45](B(O)O)[CH:46]=[CH:47][C:48]=1[F:49].C(=O)([O-])[O-].[Cs+].[Cs+].C(COC)OC. The catalyst is O.C1C=CC(P(C2C=CC=CC=2)[C-]2C=CC=C2)=CC=1.C1C=CC(P(C2C=CC=CC=2)[C-]2C=CC=C2)=CC=1.Cl[Pd]Cl.[Fe+2]. The product is [CH2:1]([O:3][C:4](=[O:41])[CH2:5][CH2:6][CH2:7][O:8][C:9]1[CH:14]=[CH:13][CH:12]=[C:11]([CH2:15][CH2:16][CH2:17][CH2:18][CH2:19][CH2:20][O:21][C:22]2[CH:23]=[C:24]([C:46]3[CH:45]=[CH:44][C:43]([F:42])=[C:48]([F:49])[CH:47]=3)[CH:25]=[C:26]([C:28](=[O:32])[N:29]([CH3:31])[CH3:30])[CH:27]=2)[C:10]=1[CH2:34][CH2:35][C:36]([O:38][CH2:39][CH3:40])=[O:37])[CH3:2]. The yield is 0.970. (5) The product is [C:1]1([CH:9]([OH:13])[CH:10]=[CH:11][CH3:12])[CH:6]=[CH:5][CH:4]=[CH:3][CH:2]=1. The reactants are [C:1]1([Mg]Br)[CH:6]=[CH:5][CH:4]=[CH:3][CH:2]=1.[CH:9](=[O:13])/[CH:10]=[CH:11]/[CH3:12].[Cl-].[NH4+]. The yield is 0.999. The catalyst is O1CCCC1.CCOCC. (6) The reactants are [NH2:1][C:2]1[CH:10]=[CH:9][C:5]([C:6]([OH:8])=[O:7])=[CH:4][CH:3]=1.O.[OH-].[Na+].[C:14](O[C:14]([O:16][C:17]([CH3:20])([CH3:19])[CH3:18])=[O:15])([O:16][C:17]([CH3:20])([CH3:19])[CH3:18])=[O:15]. The catalyst is O1CCOCC1. The product is [C:17]([O:16][C:14]([NH:1][C:2]1[CH:10]=[CH:9][C:5]([C:6]([OH:8])=[O:7])=[CH:4][CH:3]=1)=[O:15])([CH3:20])([CH3:19])[CH3:18]. The yield is 0.710. (7) The reactants are [Cl:1][C:2]1[C:3]([F:42])=[C:4]([C@@H:8]2[C@:12]([C:15]3[CH:20]=[CH:19][C:18]([Cl:21])=[CH:17][C:16]=3[F:22])([C:13]#[N:14])[C@H:11]([CH2:23][C:24]([CH3:27])([CH3:26])[CH3:25])[NH:10][C@H:9]2[C:28]([NH:30][C:31]2[CH:39]=[CH:38][C:34]([C:35]([OH:37])=[O:36])=[CH:33][C:32]=2[O:40][CH3:41])=[O:29])[CH:5]=[CH:6][CH:7]=1.C(=O)([O-])[O-].[Cs+].[Cs+].[CH3:49][O:50][CH2:51][CH2:52][N:53]([CH2:60][CH2:61][O:62][CH3:63])[C:54](=[O:59])[O:55][CH:56](Cl)[CH3:57]. The catalyst is CN(C)C=O.C(OCC)(=O)C. The product is [CH3:63][O:62][CH2:61][CH2:60][N:53]([CH2:52][CH2:51][O:50][CH3:49])[C:54]([O:55][CH:56]([O:36][C:35](=[O:37])[C:34]1[CH:38]=[CH:39][C:31]([NH:30][C:28]([C@H:9]2[C@H:8]([C:4]3[CH:5]=[CH:6][CH:7]=[C:2]([Cl:1])[C:3]=3[F:42])[C@:12]([C:15]3[CH:20]=[CH:19][C:18]([Cl:21])=[CH:17][C:16]=3[F:22])([C:13]#[N:14])[C@H:11]([CH2:23][C:24]([CH3:26])([CH3:27])[CH3:25])[NH:10]2)=[O:29])=[C:32]([O:40][CH3:41])[CH:33]=1)[CH3:57])=[O:59]. The yield is 0.630.